Task: Regression/Classification. Given a drug SMILES string, predict its absorption, distribution, metabolism, or excretion properties. Task type varies by dataset: regression for continuous measurements (e.g., permeability, clearance, half-life) or binary classification for categorical outcomes (e.g., BBB penetration, CYP inhibition). Dataset: cyp1a2_veith.. Dataset: CYP1A2 inhibition data for predicting drug metabolism from PubChem BioAssay (1) The compound is N/N=C1/c2ccccc2N[C@H]1OC(=O)Nc1ccccc1. The result is 1 (inhibitor). (2) The compound is COc1ccc(-c2cn3c(C)c(C(=O)NC(C)C)sc3n2)cc1. The result is 1 (inhibitor). (3) The molecule is CCc1cccc(N(C)C(N)=Nc2cccc3ccccc23)c1. The result is 0 (non-inhibitor). (4) The drug is COc1cc(C)nc(-n2nc(C)cc2OC)n1. The result is 1 (inhibitor). (5) The drug is Cc1nc2cnc(Oc3cccc(Cl)c3)nc2n(CCc2ccccc2)c1=O. The result is 1 (inhibitor). (6) The molecule is CS(=O)(=O)Nc1cccc(-c2cc(Nc3ccccc3)ncn2)c1. The result is 1 (inhibitor). (7) The drug is CC(=O)O.NCC(=O)[C@@H](O)[C@H](O)[C@H](O)CO. The result is 0 (non-inhibitor). (8) The compound is O=C(O)/C(=C\c1ccccc1)Cc1ccccc1. The result is 0 (non-inhibitor). (9) The molecule is N#Cc1c(N2CCN(C(=O)c3ccccc3Cl)CC2)nc(-c2ccccc2)c2c1CCCC2. The result is 0 (non-inhibitor). (10) The compound is C/C(=N\NC(=O)CC1N=C(Cc2ccccc2)NNC1=O)c1ccc(Cl)cc1Cl. The result is 0 (non-inhibitor).